From a dataset of Full USPTO retrosynthesis dataset with 1.9M reactions from patents (1976-2016). Predict the reactants needed to synthesize the given product. Given the product [CH3:28][C:14]1[C:13](=[O:29])[NH:12][C:16](=[O:17])[C:15]=1[C:18]1[CH:19]=[CH:20][C:21]([C:24]([F:27])([F:25])[F:26])=[CH:22][CH:23]=1, predict the reactants needed to synthesize it. The reactants are: COC1C=C(C[N:12]2[C:16](=[O:17])[C:15]([C:18]3[CH:23]=[CH:22][C:21]([C:24]([F:27])([F:26])[F:25])=[CH:20][CH:19]=3)=[C:14]([CH3:28])[C:13]2=[O:29])C=CC=1OC.C(O)(C(F)(F)F)=O.OS(O)(=O)=O.